Dataset: Catalyst prediction with 721,799 reactions and 888 catalyst types from USPTO. Task: Predict which catalyst facilitates the given reaction. (1) Reactant: C(OC([N:8]1[CH2:13][CH2:12][N:11]([C:14]([O:16][C:17]([CH3:20])([CH3:19])[CH3:18])=[O:15])[CH2:10][CH:9]1[C:21]([OH:23])=O)=O)(C)(C)C.C[N:25](C=O)C.S(Cl)(Cl)=O. Product: [C:21]([CH:9]1[NH:8][CH2:13][CH2:12][N:11]([C:14]([O:16][C:17]([CH3:18])([CH3:19])[CH3:20])=[O:15])[CH2:10]1)(=[O:23])[NH2:25]. The catalyst class is: 859. (2) The catalyst class is: 229. Reactant: [F:1][C:2]([F:20])([F:19])[O:3][C:4]1[CH:5]=[C:6]([CH:16]=[CH:17][CH:18]=1)[CH2:7][C:8]1[O:12][N:11]=[C:10]([C:13]([OH:15])=O)[CH:9]=1.[O:21]1[CH2:25][CH2:24][CH:23]([CH2:26][NH2:27])[CH2:22]1.ON1C2C=CC=CC=2N=N1.Cl.C(N=C=NCCCN(C)C)C. Product: [O:21]1[CH2:25][CH2:24][CH:23]([CH2:26][NH:27][C:13]([C:10]2[CH:9]=[C:8]([CH2:7][C:6]3[CH:16]=[CH:17][CH:18]=[C:4]([O:3][C:2]([F:1])([F:20])[F:19])[CH:5]=3)[O:12][N:11]=2)=[O:15])[CH2:22]1. (3) Reactant: [Cl:1][C:2]1[CH:3]=[CH:4][C:5]2[N:11]3[CH:12]=[CH:13][CH:14]=[C:10]3[C@@H:9]([CH2:15][C:16](OCC)=[O:17])[CH2:8][C@H:7]([C:21]3[CH:26]=[CH:25][CH:24]=[C:23]([O:27][CH3:28])[C:22]=3[O:29][CH3:30])[C:6]=2[CH:31]=1.[H-].[Al+3].[Li+].[H-].[H-].[H-].[OH-].[Na+].S([O-])([O-])(=O)=O.[Mg+2]. Product: [Cl:1][C:2]1[CH:3]=[CH:4][C:5]2[N:11]3[CH:12]=[CH:13][CH:14]=[C:10]3[C@@H:9]([CH2:15][CH2:16][OH:17])[CH2:8][C@H:7]([C:21]3[CH:26]=[CH:25][CH:24]=[C:23]([O:27][CH3:28])[C:22]=3[O:29][CH3:30])[C:6]=2[CH:31]=1. The catalyst class is: 30. (4) Reactant: [CH3:1][O:2][C:3](=[O:32])[CH2:4][C:5]1[CH:10]=[CH:9][CH:8]=[C:7]([CH2:11][NH:12][CH2:13][CH2:14][CH2:15][N:16]2[C:24](=[O:25])[NH:23][C:22]3[C:17]2=[N:18][C:19]([O:27][CH2:28][CH2:29][CH2:30][CH3:31])=[N:20][C:21]=3[NH2:26])[CH:6]=1.C(N(C(C)C)CC)(C)C.Cl.[CH3:43][N:44]1[CH2:49][CH2:48][CH:47]([C:50](O)=[O:51])[CH2:46][CH2:45]1.CN(C(ON1N=NC2C=CC=NC1=2)=[N+](C)C)C.F[P-](F)(F)(F)(F)F. Product: [CH3:1][O:2][C:3](=[O:32])[CH2:4][C:5]1[CH:10]=[CH:9][CH:8]=[C:7]([CH2:11][N:12]([CH2:13][CH2:14][CH2:15][N:16]2[C:24](=[O:25])[NH:23][C:22]3[C:17]2=[N:18][C:19]([O:27][CH2:28][CH2:29][CH2:30][CH3:31])=[N:20][C:21]=3[NH2:26])[C:50]([CH:47]2[CH2:48][CH2:49][N:44]([CH3:43])[CH2:45][CH2:46]2)=[O:51])[CH:6]=1. The catalyst class is: 37. (5) Reactant: [C:1](#[N:3])C.[Li+].CC([N-:8][CH:9]([CH3:11])[CH3:10])C.[N:12]1[CH:17]=[CH:16][CH:15]=[N:14][C:13]=1[O:18][C:19]1[CH:20]=[C:21]([CH2:25]CC(OC)=O)[CH:22]=[CH:23][CH:24]=1.[NH4+:31].[Cl-].O.NN. Product: [N:14]1[CH:15]=[CH:16][CH:17]=[N:12][C:13]=1[O:18][C:19]1[CH:20]=[C:21]([CH2:25][CH2:11][C:9]2[NH:8][N:31]=[C:1]([NH2:3])[CH:10]=2)[CH:22]=[CH:23][CH:24]=1. The catalyst class is: 1. (6) Reactant: [NH2:1][OH:2].Cl.C([O-])(O)=O.[Na+].[Cl:9][C:10]1[CH:11]=[C:12]([C:16]2[C:17]3[N:26]([CH2:27][C@H:28]4[CH2:33][CH2:32][C@H:31]([CH3:34])[CH2:30][CH2:29]4)[CH:25]=[CH:24][C:18]=3[N:19]=[C:20]([C:22]#[N:23])[N:21]=2)[CH:13]=[CH:14][CH:15]=1. Product: [Cl:9][C:10]1[CH:11]=[C:12]([C:16]2[C:17]3[N:26]([CH2:27][C@H:28]4[CH2:33][CH2:32][C@H:31]([CH3:34])[CH2:30][CH2:29]4)[CH:25]=[CH:24][C:18]=3[N:19]=[C:20]([C:22](=[N:1][OH:2])[NH2:23])[N:21]=2)[CH:13]=[CH:14][CH:15]=1. The catalyst class is: 315.